This data is from Peptide-MHC class II binding affinity with 134,281 pairs from IEDB. The task is: Regression. Given a peptide amino acid sequence and an MHC pseudo amino acid sequence, predict their binding affinity value. This is MHC class II binding data. (1) The peptide sequence is GEFFWDANDIYRIFA. The MHC is HLA-DQA10501-DQB10301 with pseudo-sequence HLA-DQA10501-DQB10301. The binding affinity (normalized) is 0.0841. (2) The binding affinity (normalized) is 0.144. The peptide sequence is LVGPFNFRFMSKGGM. The MHC is DRB4_0101 with pseudo-sequence DRB4_0103. (3) The peptide sequence is EKKYFAATQPEPLAA. The MHC is HLA-DQA10101-DQB10501 with pseudo-sequence HLA-DQA10101-DQB10501. The binding affinity (normalized) is 0.156. (4) The peptide sequence is MSSKFPELGMNASHC. The MHC is HLA-DQA10201-DQB10202 with pseudo-sequence HLA-DQA10201-DQB10202. The binding affinity (normalized) is 0.0630. (5) The peptide sequence is IVKQSDCASAHVRQS. The MHC is DRB1_0101 with pseudo-sequence DRB1_0101. The binding affinity (normalized) is 0.765.